This data is from Full USPTO retrosynthesis dataset with 1.9M reactions from patents (1976-2016). The task is: Predict the reactants needed to synthesize the given product. (1) Given the product [Br:1][C:2]1[CH:3]=[CH:4][C:5]([C:8]([CH3:9])([O:11][CH2:21][O:20][CH2:19][CH2:18][Si:15]([CH3:17])([CH3:16])[CH3:14])[CH3:10])=[CH:6][N:7]=1, predict the reactants needed to synthesize it. The reactants are: [Br:1][C:2]1[N:7]=[CH:6][C:5]([C:8]([OH:11])([CH3:10])[CH3:9])=[CH:4][CH:3]=1.[H-].[Na+].[CH3:14][Si:15]([CH2:18][CH2:19][O:20][CH2:21]Cl)([CH3:17])[CH3:16]. (2) Given the product [Br:26][C:7]1[S:8][C:4]([N:3]([CH2:1][CH3:2])[CH:13]2[CH2:14][CH2:15][O:16][CH2:17][CH2:18]2)=[C:5]([CH3:12])[C:6]=1[C:9]([OH:11])=[O:10], predict the reactants needed to synthesize it. The reactants are: [CH2:1]([N:3]([CH:13]1[CH2:18][CH2:17][O:16][CH2:15][CH2:14]1)[C:4]1[S:8][CH:7]=[C:6]([C:9]([OH:11])=[O:10])[C:5]=1[CH3:12])[CH3:2].C1C(=O)N([Br:26])C(=O)C1. (3) Given the product [OH:8][CH:7]([C:17]1[CH:16]=[CH:15][CH:14]=[C:13]([O:12][CH3:11])[CH:18]=1)/[C:6](/[CH3:9])=[CH:5]/[C:4]([O:3][CH2:1][CH3:2])=[O:10], predict the reactants needed to synthesize it. The reactants are: [CH2:1]([O:3][C:4](=[O:10])/[CH:5]=[C:6](\[CH3:9])/[CH:7]=[O:8])[CH3:2].[CH3:11][O:12][C:13]1[CH:14]=[C:15]([Mg]Br)[CH:16]=[CH:17][CH:18]=1.